This data is from Forward reaction prediction with 1.9M reactions from USPTO patents (1976-2016). The task is: Predict the product of the given reaction. (1) Given the reactants [CH:1]1[CH:6]=[C:5]([C:7]([C:17]2[CH:22]=[C:21]([I:23])[C:20]([O-:24])=[C:19]([I:25])[CH:18]=2)=[C:8]2[CH:14]=[C:13]([I:15])[C:11](=[O:12])[C:10]([I:16])=[CH:9]2)[C:4]([C:26]([O-:28])=[O:27])=[CH:3][CH:2]=1.[Na+:29].[Na+].[CH2:31]([O:33][C:34]([N:36]1[CH2:41][CH2:40][N:39]([C:42](=[O:55])[C@H:43]([CH2:45][C:46]2[CH:51]=[CH:50][CH:49]=[C:48]([N+:52]([O-])=O)[CH:47]=2)[NH2:44])[CH2:38][CH2:37]1)=[O:35])[CH3:32].[H][H], predict the reaction product. The product is: [CH:1]1[CH:6]=[C:5]([C:7]([C:8]2[CH:9]=[C:10]([I:16])[C:11]([O-:12])=[C:13]([I:15])[CH:14]=2)=[C:17]2[CH:18]=[C:19]([I:25])[C:20](=[O:24])[C:21]([I:23])=[CH:22]2)[C:4]([C:26]([O-:28])=[O:27])=[CH:3][CH:2]=1.[Na+:29].[Na+:29].[CH2:31]([O:33][C:34]([N:36]1[CH2:37][CH2:38][N:39]([C:42](=[O:55])[C@H:43]([CH2:45][C:46]2[CH:51]=[CH:50][CH:49]=[C:48]([NH2:52])[CH:47]=2)[NH2:44])[CH2:40][CH2:41]1)=[O:35])[CH3:32]. (2) The product is: [CH3:35][N:2]([CH3:1])[C:3]([C:5]1[CH:6]=[C:7]([CH2:30][C:31]([OH:33])=[O:32])[CH:8]=[CH:9][C:10]=1[NH:11][C:12]([C:14]1[CH:19]=[CH:18][CH:17]=[CH:16][C:15]=1[C:20]1[CH:25]=[CH:24][C:23]([C:26]([F:29])([F:27])[F:28])=[CH:22][CH:21]=1)=[O:13])=[O:4]. Given the reactants [CH3:1][N:2]([CH3:35])[C:3]([C:5]1[CH:6]=[C:7]([CH2:30][C:31]([O:33]C)=[O:32])[CH:8]=[CH:9][C:10]=1[NH:11][C:12]([C:14]1[CH:19]=[CH:18][CH:17]=[CH:16][C:15]=1[C:20]1[CH:25]=[CH:24][C:23]([C:26]([F:29])([F:28])[F:27])=[CH:22][CH:21]=1)=[O:13])=[O:4].[Li+].[OH-], predict the reaction product. (3) Given the reactants [CH2:1]([O:3][C:4](=[O:31])[CH:5](O)[CH2:6][C:7]1[CH:12]=[CH:11][C:10]([CH2:13][CH2:14][N:15]([C:23]([O:25][C:26]([CH3:29])([CH3:28])[CH3:27])=[O:24])[CH2:16][CH2:17][CH2:18][CH2:19][CH2:20][CH2:21][CH3:22])=[CH:9][CH:8]=1)[CH3:2].CS(Cl)(=O)=O.[CH3:37][CH:38]([SH:40])[CH3:39].CC(C)([O-])C.[K+].O1CCCC1.Cl, predict the reaction product. The product is: [CH2:1]([O:3][C:4](=[O:31])[CH:5]([S:40][CH:38]([CH3:39])[CH3:37])[CH2:6][C:7]1[CH:12]=[CH:11][C:10]([CH2:13][CH2:14][N:15]([C:23]([O:25][C:26]([CH3:29])([CH3:28])[CH3:27])=[O:24])[CH2:16][CH2:17][CH2:18][CH2:19][CH2:20][CH2:21][CH3:22])=[CH:9][CH:8]=1)[CH3:2]. (4) Given the reactants [C:1]([O:5][C:6](=[O:17])[C:7]1[CH:12]=[CH:11][C:10]([CH:13]=[N:14][OH:15])=[CH:9][C:8]=1[CH3:16])([CH3:4])([CH3:3])[CH3:2].ClN1C(=O)CCC1=O.[Cl:26][C:27]1[CH:34]=[C:33]([C:35]([C:37]([F:40])([F:39])[F:38])=[CH2:36])[CH:32]=[C:31]([Cl:41])[C:28]=1[C:29]#[N:30].C(N(CC)CC)C, predict the reaction product. The product is: [C:1]([O:5][C:6](=[O:17])[C:7]1[CH:12]=[CH:11][C:10]([C:13]2[CH2:36][C:35]([C:33]3[CH:32]=[C:31]([Cl:41])[C:28]([C:29]#[N:30])=[C:27]([Cl:26])[CH:34]=3)([C:37]([F:38])([F:40])[F:39])[O:15][N:14]=2)=[CH:9][C:8]=1[CH3:16])([CH3:4])([CH3:3])[CH3:2]. (5) Given the reactants [Cl:1][C:2]1[C:3]([Cl:11])=[N:4][CH:5]=[C:6]([CH:10]=1)[C:7]([OH:9])=O.C(N1C=CN=C1)(N1C=CN=C1)=O.[CH:24]([NH2:27])([CH3:26])[CH3:25], predict the reaction product. The product is: [Cl:1][C:2]1[CH:10]=[C:6]([C:7]([NH:27][CH:24]([CH3:26])[CH3:25])=[O:9])[CH:5]=[N:4][C:3]=1[Cl:11].